Dataset: Full USPTO retrosynthesis dataset with 1.9M reactions from patents (1976-2016). Task: Predict the reactants needed to synthesize the given product. (1) Given the product [Br:1][CH2:65][C:64](=[O:66])[C:63]([C:58]1[CH:59]=[CH:60][C:61]([Cl:62])=[C:56]([Cl:55])[CH:57]=1)([CH3:68])[CH3:67], predict the reactants needed to synthesize it. The reactants are: [Br-:1].[Br-].[Br-].C([N+](CCCC)(CCCC)CCCC)CCC.C([N+](CCCC)(CCCC)CCCC)CCC.C([N+](CCCC)(CCCC)CCCC)CCC.[Cl:55][C:56]1[CH:57]=[C:58]([C:63]([CH3:68])([CH3:67])[C:64](=[O:66])[CH3:65])[CH:59]=[CH:60][C:61]=1[Cl:62]. (2) Given the product [CH3:33][C:23]1[C:24]2[C:29](=[CH:28][CH:27]=[C:26]([C:30](=[O:31])[NH:43][CH:40]([C:34]3[CH:39]=[CH:38][CH:37]=[CH:36][CH:35]=3)[CH2:41][CH3:42])[CH:25]=2)[N:21]([CH2:20][C:17]2[CH:18]=[CH:19][C:14]([C:9]3[C:8]([C:6]([O:5][C:1]([CH3:4])([CH3:3])[CH3:2])=[O:7])=[CH:13][CH:12]=[CH:11][CH:10]=3)=[CH:15][CH:16]=2)[CH:22]=1, predict the reactants needed to synthesize it. The reactants are: [C:1]([O:5][C:6]([C:8]1[CH:13]=[CH:12][CH:11]=[CH:10][C:9]=1[C:14]1[CH:19]=[CH:18][C:17]([CH2:20][N:21]2[C:29]3[C:24](=[CH:25][C:26]([C:30](O)=[O:31])=[CH:27][CH:28]=3)[C:23]([CH3:33])=[CH:22]2)=[CH:16][CH:15]=1)=[O:7])([CH3:4])([CH3:3])[CH3:2].[C:34]1([CH:40]([NH2:43])[CH2:41][CH3:42])[CH:39]=[CH:38][CH:37]=[CH:36][CH:35]=1. (3) Given the product [CH3:14][N:13]([CH3:15])[CH2:12][C@H:11]([O:26][CH3:25])[C@@H:10]([C:6]1[CH:5]=[C:4]([OH:3])[CH:9]=[CH:8][CH:7]=1)[CH2:17][CH3:18], predict the reactants needed to synthesize it. The reactants are: Cl.C[O:3][C:4]1[CH:5]=[C:6]([C@H:10]([CH2:17][CH3:18])[C@@H:11](C)[CH2:12][N:13]([CH3:15])[CH3:14])[CH:7]=[CH:8][CH:9]=1.N[C@H]([C:25](O)=[O:26])CCSC. (4) The reactants are: CC(C)([O-])C.[K+].[N+:7]([CH2:9][C:10]([O:12][CH2:13][CH3:14])=[O:11])#[C-:8].[CH3:15][O:16][C:17]1[CH:26]=[CH:25][C:20]([CH2:21][N:22]=[C:23]=[S:24])=[CH:19][CH:18]=1.C(O)(=O)C. Given the product [CH2:13]([O:12][C:10]([C:9]1[N:7]=[CH:8][S:24][C:23]=1[NH:22][CH2:21][C:20]1[CH:25]=[CH:26][C:17]([O:16][CH3:15])=[CH:18][CH:19]=1)=[O:11])[CH3:14], predict the reactants needed to synthesize it.